This data is from Reaction yield outcomes from USPTO patents with 853,638 reactions. The task is: Predict the reaction yield, written as a fraction of the theoretical maximum amount of product (1.0 means a 100% yield; for example, 0.34 means a 34% yield). (1) The reactants are [Cl:1][C:2]1[CH:3]=[CH:4][C:5]2[NH:11][C:10]3[CH:12]=[CH:13][C:14]([CH:24]([CH3:26])[CH3:25])=[C:15]([C@@H:16]([C:21]([O-:23])=[O:22])[CH2:17][C:18]([O-:20])=[O:19])[C:9]=3[C:8]([N:27]3[CH2:32][CH2:31][NH:30][CH:29]([CH2:33][CH2:34][O:35][CH3:36])[CH2:28]3)=[N:7][C:6]=2[CH:37]=1.[C:38](O[BH-](OC(=O)C)OC(=O)C)(=O)C.[Na+].C=O. The catalyst is ClCCl.[Cl-].[Na+]. The product is [C:21]([OH:23])(=[O:22])[CH2:16][CH2:17][C:18]([OH:20])=[O:19].[Cl:1][C:2]1[CH:3]=[CH:4][C:5]2[NH:11][C:10]3[CH:12]=[CH:13][C:14]([CH:24]([CH3:26])[CH3:25])=[CH:15][C:9]=3[C:8]([N:27]3[CH2:32][CH2:31][N:30]([CH3:38])[C@@H:29]([CH2:33][CH2:34][O:35][CH3:36])[CH2:28]3)=[N:7][C:6]=2[CH:37]=1. The yield is 0.290. (2) The reactants are [Cl:1][C:2]1[CH:7]=[CH:6][C:5]([C:8]2([C:13](=[S:15])[NH2:14])[CH2:12][CH2:11][O:10][CH2:9]2)=[CH:4][CH:3]=1.Br[CH2:17][C:18](=O)[C:19]([O:21][CH2:22][CH3:23])=[O:20]. The catalyst is CC(O)C. The product is [Cl:1][C:2]1[CH:7]=[CH:6][C:5]([C:8]2([C:13]3[S:15][CH:17]=[C:18]([C:19]([O:21][CH2:22][CH3:23])=[O:20])[N:14]=3)[CH2:12][CH2:11][O:10][CH2:9]2)=[CH:4][CH:3]=1. The yield is 0.415.